This data is from Rat liver microsome stability data. The task is: Regression/Classification. Given a drug SMILES string, predict its absorption, distribution, metabolism, or excretion properties. Task type varies by dataset: regression for continuous measurements (e.g., permeability, clearance, half-life) or binary classification for categorical outcomes (e.g., BBB penetration, CYP inhibition). Dataset: rlm. The result is 1 (stable in rat liver microsomes). The compound is COc1ccc(NS(=O)(=O)c2ccc(C)cc2)cc1C(=O)Nc1nc(-c2ccccc2)cs1.